From a dataset of Forward reaction prediction with 1.9M reactions from USPTO patents (1976-2016). Predict the product of the given reaction. (1) Given the reactants [OH:1][C@@H:2]1[C@H:6]2[N:7](C(OC(C)(C)C)=O)[CH2:8][C@@H:9]([O:10][S:11]([C:14]3[CH:20]=[CH:19][C:17]([CH3:18])=[CH:16][CH:15]=3)(=[O:13])=[O:12])[C@H:5]2[O:4][CH2:3]1, predict the reaction product. The product is: [CH3:18][C:17]1[CH:19]=[CH:20][C:14]([S:11]([O:10][C@@H:9]2[CH2:8][NH:7][C@@H:6]3[C@@H:2]([OH:1])[CH2:3][O:4][C@H:5]23)(=[O:13])=[O:12])=[CH:15][CH:16]=1. (2) Given the reactants [NH2:1][C:2]1[CH:7]=[CH:6][C:5]([C:8]2([OH:12])[CH2:11][O:10][CH2:9]2)=[CH:4][CH:3]=1.[F:13][C:14]([F:26])([F:25])[C:15]1[CH:20]=[CH:19][C:18]([CH2:21][C:22](O)=O)=[CH:17][CH:16]=1, predict the reaction product. The product is: [F:13][C:14]([F:25])([F:26])[C:15]1[CH:16]=[CH:17][C:18]([CH2:21][CH2:22][NH:1][C:2]2[CH:3]=[CH:4][C:5]([C:8]3([OH:12])[CH2:9][O:10][CH2:11]3)=[CH:6][CH:7]=2)=[CH:19][CH:20]=1. (3) Given the reactants C[O:2][C:3](=[O:39])[C:4]1[CH:9]=[CH:8][C:7]([NH:10][C:11](=[O:38])[CH:12]([N:19]2[C:24](=[O:25])[CH:23]=[C:22]([O:26][C:27]3[CH:32]=[CH:31][CH:30]=[CH:29][C:28]=3[CH:33]3[CH2:37][CH2:36][CH2:35][CH2:34]3)[CH:21]=[N:20]2)[CH2:13][CH:14]2[CH2:18][CH2:17][CH2:16][CH2:15]2)=[N:6][CH:5]=1.[OH-].[Li+].CO, predict the reaction product. The product is: [CH:14]1([CH2:13][CH:12]([N:19]2[C:24](=[O:25])[CH:23]=[C:22]([O:26][C:27]3[CH:32]=[CH:31][CH:30]=[CH:29][C:28]=3[CH:33]3[CH2:34][CH2:35][CH2:36][CH2:37]3)[CH:21]=[N:20]2)[C:11]([NH:10][C:7]2[CH:8]=[CH:9][C:4]([C:3]([OH:39])=[O:2])=[CH:5][N:6]=2)=[O:38])[CH2:18][CH2:17][CH2:16][CH2:15]1. (4) Given the reactants [CH:1]1[C:10]2[C:5](=[CH:6][CH:7]=[CH:8][CH:9]=2)[CH:4]=[CH:3][C:2]=1[N:11]1[C:18](=O)[C@H:17]2[NH:20][C:21](=O)[C@@H:12]1[CH2:13][CH:14]=[CH:15][CH2:16]2.C1COCC1.C(OCC)C, predict the reaction product. The product is: [CH:1]1[C:10]2[C:5](=[CH:6][CH:7]=[CH:8][CH:9]=2)[CH:4]=[CH:3][C:2]=1[N:11]1[CH2:18][C@H:17]2[NH:20][CH2:21][C@@H:12]1[CH2:13][CH:14]=[CH:15][CH2:16]2.